This data is from NCI-60 drug combinations with 297,098 pairs across 59 cell lines. The task is: Regression. Given two drug SMILES strings and cell line genomic features, predict the synergy score measuring deviation from expected non-interaction effect. (1) Drug 1: C1=CN(C=N1)CC(O)(P(=O)(O)O)P(=O)(O)O. Drug 2: CN(CC1=CN=C2C(=N1)C(=NC(=N2)N)N)C3=CC=C(C=C3)C(=O)NC(CCC(=O)O)C(=O)O. Cell line: SK-MEL-28. Synergy scores: CSS=9.01, Synergy_ZIP=-5.32, Synergy_Bliss=-0.982, Synergy_Loewe=-24.9, Synergy_HSA=-2.12. (2) Drug 1: C1CCN(CC1)CCOC2=CC=C(C=C2)C(=O)C3=C(SC4=C3C=CC(=C4)O)C5=CC=C(C=C5)O. Drug 2: CC1=C(C=C(C=C1)NC(=O)C2=CC=C(C=C2)CN3CCN(CC3)C)NC4=NC=CC(=N4)C5=CN=CC=C5. Cell line: A498. Synergy scores: CSS=-8.36, Synergy_ZIP=4.28, Synergy_Bliss=0.841, Synergy_Loewe=-9.90, Synergy_HSA=-8.15. (3) Drug 1: CC1=C(C(=CC=C1)Cl)NC(=O)C2=CN=C(S2)NC3=CC(=NC(=N3)C)N4CCN(CC4)CCO. Drug 2: C1CN(P(=O)(OC1)NCCCl)CCCl. Synergy scores: CSS=1.95, Synergy_ZIP=-3.43, Synergy_Bliss=-3.64, Synergy_Loewe=-2.44, Synergy_HSA=-3.35. Cell line: OVCAR-8. (4) Drug 1: C1=CC(=C2C(=C1NCCNCCO)C(=O)C3=C(C=CC(=C3C2=O)O)O)NCCNCCO. Drug 2: C1CCC(CC1)NC(=O)N(CCCl)N=O. Cell line: LOX IMVI. Synergy scores: CSS=47.7, Synergy_ZIP=-7.17, Synergy_Bliss=-8.54, Synergy_Loewe=-3.75, Synergy_HSA=-1.27. (5) Drug 1: C1=CC=C(C=C1)NC(=O)CCCCCCC(=O)NO. Drug 2: C(CC(=O)O)C(=O)CN.Cl. Cell line: SNB-19. Synergy scores: CSS=14.7, Synergy_ZIP=-5.65, Synergy_Bliss=-2.33, Synergy_Loewe=-1.79, Synergy_HSA=-1.24. (6) Drug 1: CN(C)C1=NC(=NC(=N1)N(C)C)N(C)C. Drug 2: CC(C)CN1C=NC2=C1C3=CC=CC=C3N=C2N. Cell line: HL-60(TB). Synergy scores: CSS=-10.3, Synergy_ZIP=2.17, Synergy_Bliss=-2.97, Synergy_Loewe=-5.78, Synergy_HSA=-6.98.